The task is: Predict which catalyst facilitates the given reaction.. This data is from Catalyst prediction with 721,799 reactions and 888 catalyst types from USPTO. (1) Reactant: CN(C)C=O.S(Cl)([Cl:8])=O.[F:10][C:11]1[CH:16]=[C:15]([N+:17]([O-:19])=[O:18])[C:14](O)=[C:13]([N+:21]([O-:23])=[O:22])[CH:12]=1. Product: [Cl:8][C:14]1[C:15]([N+:17]([O-:19])=[O:18])=[CH:16][C:11]([F:10])=[CH:12][C:13]=1[N+:21]([O-:23])=[O:22]. The catalyst class is: 11. (2) Reactant: [NH2:1][C:2]1[CH:3]=[C:4]([CH:7]=[CH:8][C:9]=1Cl)[C:5]#[N:6].[C:11](=[S:16])(OCC)[S-:12].[K+].Cl. Product: [C:5]([C:4]1[CH:7]=[CH:8][C:9]2[S:12][C:11]([SH:16])=[N:1][C:2]=2[CH:3]=1)#[N:6]. The catalyst class is: 18.